From a dataset of NCI-60 drug combinations with 297,098 pairs across 59 cell lines. Regression. Given two drug SMILES strings and cell line genomic features, predict the synergy score measuring deviation from expected non-interaction effect. (1) Synergy scores: CSS=3.07, Synergy_ZIP=-1.40, Synergy_Bliss=2.96, Synergy_Loewe=-7.13, Synergy_HSA=-2.90. Drug 2: CS(=O)(=O)OCCCCOS(=O)(=O)C. Drug 1: C(CC(=O)O)C(=O)CN.Cl. Cell line: MDA-MB-231. (2) Drug 1: CCCS(=O)(=O)NC1=C(C(=C(C=C1)F)C(=O)C2=CNC3=C2C=C(C=N3)C4=CC=C(C=C4)Cl)F. Drug 2: CCC(=C(C1=CC=CC=C1)C2=CC=C(C=C2)OCCN(C)C)C3=CC=CC=C3.C(C(=O)O)C(CC(=O)O)(C(=O)O)O. Cell line: SK-OV-3. Synergy scores: CSS=5.39, Synergy_ZIP=-0.569, Synergy_Bliss=4.25, Synergy_Loewe=3.43, Synergy_HSA=3.64. (3) Drug 1: CN1CCC(CC1)COC2=C(C=C3C(=C2)N=CN=C3NC4=C(C=C(C=C4)Br)F)OC. Drug 2: CC1C(C(CC(O1)OC2CC(CC3=C2C(=C4C(=C3O)C(=O)C5=C(C4=O)C(=CC=C5)OC)O)(C(=O)CO)O)N)O.Cl. Cell line: OVCAR-8. Synergy scores: CSS=42.8, Synergy_ZIP=6.60, Synergy_Bliss=8.31, Synergy_Loewe=-2.38, Synergy_HSA=9.50. (4) Drug 1: CCN(CC)CCNC(=O)C1=C(NC(=C1C)C=C2C3=C(C=CC(=C3)F)NC2=O)C. Drug 2: CC1=C(N=C(N=C1N)C(CC(=O)N)NCC(C(=O)N)N)C(=O)NC(C(C2=CN=CN2)OC3C(C(C(C(O3)CO)O)O)OC4C(C(C(C(O4)CO)O)OC(=O)N)O)C(=O)NC(C)C(C(C)C(=O)NC(C(C)O)C(=O)NCCC5=NC(=CS5)C6=NC(=CS6)C(=O)NCCC[S+](C)C)O. Cell line: SNB-75. Synergy scores: CSS=10.9, Synergy_ZIP=-5.94, Synergy_Bliss=-0.695, Synergy_Loewe=-7.15, Synergy_HSA=-0.555. (5) Drug 1: CCCCCOC(=O)NC1=NC(=O)N(C=C1F)C2C(C(C(O2)C)O)O. Drug 2: B(C(CC(C)C)NC(=O)C(CC1=CC=CC=C1)NC(=O)C2=NC=CN=C2)(O)O. Cell line: A498. Synergy scores: CSS=57.6, Synergy_ZIP=-0.960, Synergy_Bliss=-0.0979, Synergy_Loewe=-31.8, Synergy_HSA=-0.714. (6) Drug 1: C1=CC(=C2C(=C1NCCNCCO)C(=O)C3=C(C=CC(=C3C2=O)O)O)NCCNCCO. Drug 2: CC1=C(C=C(C=C1)C(=O)NC2=CC(=CC(=C2)C(F)(F)F)N3C=C(N=C3)C)NC4=NC=CC(=N4)C5=CN=CC=C5. Cell line: HCT-15. Synergy scores: CSS=59.0, Synergy_ZIP=2.86, Synergy_Bliss=3.26, Synergy_Loewe=-24.4, Synergy_HSA=1.28. (7) Drug 1: C1=CN(C(=O)N=C1N)C2C(C(C(O2)CO)O)O.Cl. Drug 2: CN1C2=C(C=C(C=C2)N(CCCl)CCCl)N=C1CCCC(=O)O.Cl. Cell line: CCRF-CEM. Synergy scores: CSS=64.4, Synergy_ZIP=0.149, Synergy_Bliss=0.150, Synergy_Loewe=-18.5, Synergy_HSA=0.735. (8) Drug 1: CC1=C(C(CCC1)(C)C)C=CC(=CC=CC(=CC(=O)O)C)C. Drug 2: CS(=O)(=O)OCCCCOS(=O)(=O)C. Cell line: UACC-257. Synergy scores: CSS=1.68, Synergy_ZIP=-0.696, Synergy_Bliss=-0.508, Synergy_Loewe=-1.62, Synergy_HSA=-0.926. (9) Drug 1: CN1CCC(CC1)COC2=C(C=C3C(=C2)N=CN=C3NC4=C(C=C(C=C4)Br)F)OC. Drug 2: CNC(=O)C1=NC=CC(=C1)OC2=CC=C(C=C2)NC(=O)NC3=CC(=C(C=C3)Cl)C(F)(F)F. Cell line: EKVX. Synergy scores: CSS=24.6, Synergy_ZIP=-4.51, Synergy_Bliss=-2.97, Synergy_Loewe=-4.17, Synergy_HSA=-0.317.